Dataset: Reaction yield outcomes from USPTO patents with 853,638 reactions. Task: Predict the reaction yield, written as a fraction of the theoretical maximum amount of product (1.0 means a 100% yield; for example, 0.34 means a 34% yield). (1) The reactants are [N+](C1C=CC(C([O:10][C@H:11]2[C:17]3=[N:18][CH:19]=[CH:20][CH:21]=[C:16]3[CH2:15][C@@:14]([C:23]3[CH:28]=[CH:27][CH:26]=[C:25]([F:29])[C:24]=3[F:30])([OH:22])[CH2:13][CH2:12]2)=O)=CC=1)([O-])=O.[OH-].[Li+]. The catalyst is O1CCCC1.C(OCC)(=O)C.O. The product is [F:30][C:24]1[C:25]([F:29])=[CH:26][CH:27]=[CH:28][C:23]=1[C@:14]1([OH:22])[CH2:13][CH2:12][C@@H:11]([OH:10])[C:17]2=[N:18][CH:19]=[CH:20][CH:21]=[C:16]2[CH2:15]1. The yield is 0.860. (2) The reactants are [F:1][C:2]1[CH:7]=[CH:6][C:5]([C:8]2[C:9]([C:18]([OH:20])=O)=[CH:10][C:11]([S:14]([CH3:17])(=[O:16])=[O:15])=[CH:12][CH:13]=2)=[CH:4][CH:3]=1.[Cl:21][C:22]1[CH:23]=[C:24]([N:29]2[CH2:34][CH2:33][NH:32][CH2:31][CH2:30]2)[CH:25]=[C:26]([Cl:28])[CH:27]=1.C(Cl)CCl. The catalyst is ClCCl.ON1C2C=CC=CC=2N=N1. The product is [Cl:28][C:26]1[CH:25]=[C:24]([N:29]2[CH2:34][CH2:33][N:32]([C:18]([C:9]3[CH:10]=[C:11]([S:14]([CH3:17])(=[O:15])=[O:16])[CH:12]=[CH:13][C:8]=3[C:5]3[CH:4]=[CH:3][C:2]([F:1])=[CH:7][CH:6]=3)=[O:20])[CH2:31][CH2:30]2)[CH:23]=[C:22]([Cl:21])[CH:27]=1. The yield is 0.940. (3) The reactants are Br[C:2]1[N:7]=[N:6][C:5]([NH2:8])=[N:4][C:3]=1[C:9]1[CH:14]=[CH:13][CH:12]=[CH:11][CH:10]=1.[CH3:15][C:16]1[CH:17]=[C:18](B(O)O)[CH:19]=[CH:20][C:21]=1[CH3:22]. No catalyst specified. The product is [CH3:15][C:16]1[CH:17]=[C:18]([C:2]2[N:7]=[N:6][C:5]([NH2:8])=[N:4][C:3]=2[C:9]2[CH:14]=[CH:13][CH:12]=[CH:11][CH:10]=2)[CH:19]=[CH:20][C:21]=1[CH3:22]. The yield is 0.670. (4) The reactants are [CH:1]([Si:4]([C:11]#[C:12][C:13]1[CH:34]=[CH:33][C:32]2[C:15](=[CH:16][C:17]3[C:18](=O)[C:19]4[C:28]([C:29](=O)[C:30]=3[CH:31]=2)=[CH:27][C:26]2[C:21](=[CH:22][C:23]([C:36]#[C:37][Si:38]([CH:45]([CH3:47])[CH3:46])([CH:42]([CH3:44])[CH3:43])[CH:39]([CH3:41])[CH3:40])=[CH:24][CH:25]=2)[CH:20]=4)[CH:14]=1)([CH:8]([CH3:10])[CH3:9])[CH:5]([CH3:7])[CH3:6])([CH3:3])[CH3:2].[Al+3].[Cl-].[Cl-].[Cl-].[H-].[H-].[H-].[H-].[Li+].[Al+3].C(OCC)(=O)C. The catalyst is C1COCC1. The product is [CH:42]([Si:38]([C:37]#[C:36][C:23]1[CH:24]=[CH:25][C:26]2[C:21](=[CH:20][C:19]3[CH2:18][C:17]4[C:30]([CH2:29][C:28]=3[CH:27]=2)=[CH:31][C:32]2[C:15](=[CH:14][C:13]([C:12]#[C:11][Si:4]([CH:1]([CH3:3])[CH3:2])([CH:5]([CH3:7])[CH3:6])[CH:8]([CH3:10])[CH3:9])=[CH:34][CH:33]=2)[CH:16]=4)[CH:22]=1)([CH:39]([CH3:41])[CH3:40])[CH:45]([CH3:46])[CH3:47])([CH3:43])[CH3:44]. The yield is 0.950. (5) The reactants are Br[C:2]1[CH:7]=[CH:6][N:5]=[C:4]([NH:8][C:9](=[O:14])[CH2:10][CH:11]2[CH2:13][CH2:12]2)[CH:3]=1.[B:15]1([B:15]2[O:19][C:18]([CH3:21])([CH3:20])[C:17]([CH3:23])([CH3:22])[O:16]2)[O:19][C:18]([CH3:21])([CH3:20])[C:17]([CH3:23])([CH3:22])[O:16]1.C([O-])(=O)C.[K+]. The catalyst is O1CCOCC1.C1C=CC(P(C2C=CC=CC=2)[C-]2C=CC=C2)=CC=1.C1C=CC(P(C2C=CC=CC=2)[C-]2C=CC=C2)=CC=1.Cl[Pd]Cl.[Fe+2]. The product is [CH:11]1([CH2:10][C:9]([NH:8][C:4]2[CH:3]=[C:2]([B:15]3[O:19][C:18]([CH3:21])([CH3:20])[C:17]([CH3:23])([CH3:22])[O:16]3)[CH:7]=[CH:6][N:5]=2)=[O:14])[CH2:13][CH2:12]1. The yield is 0.560. (6) The reactants are [CH2:1]([N:3]1[CH:7]=[C:6]([C:8]2[CH:13]=[CH:12][N:11]=[C:10]3[NH:14][C:15]([C:17]4[CH2:18][CH2:19][N:20](C(OC(C)(C)C)=O)[CH2:21][CH:22]=4)=[CH:16][C:9]=23)[C:5]([C:30]2[CH:35]=[CH:34][C:33]([NH:36][C:37]([NH:39][C:40]3[CH:45]=[CH:44][CH:43]=[CH:42][CH:41]=3)=[O:38])=[CH:32][CH:31]=2)=[N:4]1)[CH3:2].Cl. The catalyst is O1CCOCC1. The product is [CH2:1]([N:3]1[CH:7]=[C:6]([C:8]2[CH:13]=[CH:12][N:11]=[C:10]3[NH:14][C:15]([C:17]4[CH2:18][CH2:19][NH:20][CH2:21][CH:22]=4)=[CH:16][C:9]=23)[C:5]([C:30]2[CH:35]=[CH:34][C:33]([NH:36][C:37]([NH:39][C:40]3[CH:41]=[CH:42][CH:43]=[CH:44][CH:45]=3)=[O:38])=[CH:32][CH:31]=2)=[N:4]1)[CH3:2]. The yield is 0.420. (7) The reactants are [Cl:1][C:2]1[CH:7]=[C:6]([CH2:8][O:9][C:10]2[CH:19]=[C:18]3[C:13]([C:14](=O)[NH:15][CH:16]=[N:17]3)=[CH:12][C:11]=2[O:21][CH3:22])[CH:5]=[CH:4][N:3]=1.P(Cl)(Cl)(Cl)=O.CN(C)C1C=CC=CC=1.[F:37][C:38]1[CH:44]=[C:43]([CH3:45])[C:42]([OH:46])=[CH:41][C:39]=1[NH2:40]. The catalyst is C1(C)C=CC=CC=1.C(O)(C)C. The product is [ClH:1].[Cl:1][C:2]1[CH:7]=[C:6]([CH2:8][O:9][C:10]2[CH:19]=[C:18]3[C:13]([C:14]([NH:40][C:39]4[CH:41]=[C:42]([OH:46])[C:43]([CH3:45])=[CH:44][C:38]=4[F:37])=[N:15][CH:16]=[N:17]3)=[CH:12][C:11]=2[O:21][CH3:22])[CH:5]=[CH:4][N:3]=1. The yield is 0.300. (8) The reactants are [CH:1]1([C:4]([NH:6][C:7]2[O:8][C:9]3[CH:15]=[C:14]([O:16][C:17]4[CH:18]=[C:19]([CH:23]=[CH:24][CH:25]=4)[C:20](O)=[O:21])[CH:13]=[CH:12][C:10]=3[N:11]=2)=[O:5])[CH2:3][CH2:2]1.[F:26][C:27]([F:36])([F:35])[C:28]1[CH:29]=[C:30]([CH:32]=[CH:33][CH:34]=1)[NH2:31].Cl.C(N=C=NCCCN(C)C)C. The catalyst is N1C=CC=CC=1.CN(C)C1C=CN=CC=1. The product is [CH:1]1([C:4]([NH:6][C:7]2[O:8][C:9]3[CH:15]=[C:14]([O:16][C:17]4[CH:18]=[C:19]([CH:23]=[CH:24][CH:25]=4)[C:20]([NH:31][C:30]4[CH:32]=[CH:33][CH:34]=[C:28]([C:27]([F:26])([F:35])[F:36])[CH:29]=4)=[O:21])[CH:13]=[CH:12][C:10]=3[N:11]=2)=[O:5])[CH2:3][CH2:2]1. The yield is 0.180. (9) The yield is 0.350. The reactants are C(=O)([O-])[O-].[K+].[K+].[Cl:7][C:8]1[S:12][C:11]([N:13](CC2C=CC(OC)=CC=2OC)[S:14]([C:17]2[CH:22]=[C:21]([F:23])[C:20](F)=[CH:19][C:18]=2[F:25])(=[O:16])=[O:15])=[N:10][CH:9]=1.[OH:37][C:38]1[CH:45]=[CH:44][C:41]([C:42]#[N:43])=[CH:40][C:39]=1[I:46]. The catalyst is CS(C)=O.C(OCC)(=O)C. The product is [Cl:7][C:8]1[S:12][C:11]([NH:13][S:14]([C:17]2[CH:22]=[C:21]([F:23])[C:20]([O:37][C:38]3[CH:45]=[CH:44][C:41]([C:42]#[N:43])=[CH:40][C:39]=3[I:46])=[CH:19][C:18]=2[F:25])(=[O:15])=[O:16])=[N:10][CH:9]=1. (10) The reactants are C[O:2][C:3](=[O:29])[CH2:4][N:5]1[C:10](=[O:11])[C:9]2[CH:12]=[CH:13][N:14]=[CH:15][C:8]=2[N:7]([CH2:16][C:17]2[C:25]3[C:20](=[CH:21][CH:22]=[CH:23][C:24]=3[CH3:26])[N:19]([CH3:27])[CH:18]=2)[C:6]1=[O:28].[OH-].[Li+].Cl.O. The catalyst is O1CCOCC1. The product is [CH3:27][N:19]1[C:20]2[C:25](=[C:24]([CH3:26])[CH:23]=[CH:22][CH:21]=2)[C:17]([CH2:16][N:7]2[C:8]3[CH:15]=[N:14][CH:13]=[CH:12][C:9]=3[C:10](=[O:11])[N:5]([CH2:4][C:3]([OH:29])=[O:2])[C:6]2=[O:28])=[CH:18]1. The yield is 0.670.